Dataset: Full USPTO retrosynthesis dataset with 1.9M reactions from patents (1976-2016). Task: Predict the reactants needed to synthesize the given product. (1) Given the product [CH2:1]([O:8][C:9]1[C:13]([O:14][CH2:15][C:16]([OH:18])=[O:17])=[C:12]([C:23]([O:25][CH2:26][CH3:27])=[O:24])[N:11]([C:28]2[CH:29]=[CH:30][C:31]([O:34][CH3:35])=[CH:32][CH:33]=2)[C:10]=1[C:36]([O:38][CH2:39][CH3:40])=[O:37])[C:2]1[CH:7]=[CH:6][CH:5]=[CH:4][CH:3]=1, predict the reactants needed to synthesize it. The reactants are: [CH2:1]([O:8][C:9]1[C:13]([O:14][CH2:15][C:16]([O:18]C(C)(C)C)=[O:17])=[C:12]([C:23]([O:25][CH2:26][CH3:27])=[O:24])[N:11]([C:28]2[CH:33]=[CH:32][C:31]([O:34][CH3:35])=[CH:30][CH:29]=2)[C:10]=1[C:36]([O:38][CH2:39][CH3:40])=[O:37])[C:2]1[CH:7]=[CH:6][CH:5]=[CH:4][CH:3]=1.O1CCOCC1. (2) Given the product [O:1]=[C:2]1[NH:10][C:5]2=[N:6][CH:7]=[CH:8][CH:9]=[C:4]2[N:3]1[CH:11]1[CH2:12][CH2:13][N:14]([C:17]([O:19][C@H:20]2[C:26]3=[N:27][C:28]([NH2:31])=[CH:29][CH:30]=[C:25]3[CH2:24][C@H:23]([C:36]3[CH:41]=[CH:40][CH:39]=[C:38]([F:42])[C:37]=3[F:43])[CH2:22][CH2:21]2)=[O:18])[CH2:15][CH2:16]1, predict the reactants needed to synthesize it. The reactants are: [O:1]=[C:2]1[NH:10][C:5]2=[N:6][CH:7]=[CH:8][CH:9]=[C:4]2[N:3]1[CH:11]1[CH2:16][CH2:15][N:14]([C:17]([O:19][C@H:20]2[C:26]3=[N:27][C:28]([NH:31]C(C)(C)C)=[CH:29][CH:30]=[C:25]3[CH2:24][C@H:23]([C:36]3[CH:41]=[CH:40][CH:39]=[C:38]([F:42])[C:37]=3[F:43])[CH2:22][CH2:21]2)=[O:18])[CH2:13][CH2:12]1.C(O)(C(F)(F)F)=O.